From a dataset of Full USPTO retrosynthesis dataset with 1.9M reactions from patents (1976-2016). Predict the reactants needed to synthesize the given product. (1) Given the product [ClH:3].[NH2:5][CH:6]1[CH2:11][CH2:10][CH:9]([C:12]([O:14][CH3:15])=[O:13])[CH2:8][CH2:7]1, predict the reactants needed to synthesize it. The reactants are: S(Cl)([Cl:3])=O.[NH2:5][CH:6]1[CH2:11][CH2:10][CH:9]([C:12]([O-:14])=[O:13])[CH2:8][CH2:7]1.[CH3:15]O. (2) The reactants are: Cl.[CH:2]1[C:11]2[C:5]([CH:6]=[CH:7][CH:8]=[CH:9][CH:10]=2)=[CH:4][C:3]=1[CH2:12][C:13]1[C:14]([O:44][CH3:45])=[CH:15][C:16]([O:42][CH3:43])=[C:17]([C@@H:19]2[O:36][C@H:35]([CH2:37][O:38]COC)[C@@H:30]([O:31]COC)[C@H:25]([O:26]COC)[C@H:20]2[O:21]COC)[CH:18]=1.O. Given the product [CH:2]1[C:11]2[C:5]([CH:6]=[CH:7][CH:8]=[CH:9][CH:10]=2)=[CH:4][C:3]=1[CH2:12][C:13]1[C:14]([O:44][CH3:45])=[CH:15][C:16]([O:42][CH3:43])=[C:17]([C@@H:19]2[O:36][C@H:35]([CH2:37][OH:38])[C@@H:30]([OH:31])[C@H:25]([OH:26])[C@H:20]2[OH:21])[CH:18]=1, predict the reactants needed to synthesize it. (3) Given the product [CH:26]1([C:2]2[CH:3]=[CH:4][C:5]3[N:6]([C:8]([C:11]4[N:16]=[C:15]([NH:17][C@H:18]([C:20]5[CH:25]=[CH:24][CH:23]=[CH:22][CH:21]=5)[CH3:19])[CH:14]=[N:13][CH:12]=4)=[CH:9][N:10]=3)[CH:7]=2)[CH2:28][CH2:27]1, predict the reactants needed to synthesize it. The reactants are: Cl[C:2]1[CH:3]=[CH:4][C:5]2[N:6]([C:8]([C:11]3[N:16]=[C:15]([NH:17][C@H:18]([C:20]4[CH:25]=[CH:24][CH:23]=[CH:22][CH:21]=4)[CH3:19])[CH:14]=[N:13][CH:12]=3)=[CH:9][N:10]=2)[CH:7]=1.[CH:26]1(B(O)O)[CH2:28][CH2:27]1.P([O-])([O-])([O-])=O.[K+].[K+].[K+].C1(P(C2CCCCC2)C2CCCCC2)CCCCC1.